This data is from Catalyst prediction with 721,799 reactions and 888 catalyst types from USPTO. The task is: Predict which catalyst facilitates the given reaction. (1) Reactant: C(OC([N:8]1[CH2:12][CH2:11][CH2:10][C@@H:9]1[CH2:13][O:14][C:15]1[C:16]([C:21]([O:23][CH2:24][CH3:25])=[O:22])=[N:17][CH:18]=[CH:19][CH:20]=1)=O)(C)(C)C.[F:26][C:27]([F:32])([F:31])[C:28]([OH:30])=[O:29]. Product: [F:26][C:27]([F:32])([F:31])[C:28]([OH:30])=[O:29].[F:26][C:27]([F:32])([F:31])[C:28]([OH:30])=[O:29].[NH:8]1[CH2:12][CH2:11][CH2:10][C@@H:9]1[CH2:13][O:14][C:15]1[C:16]([C:21]([O:23][CH2:24][CH3:25])=[O:22])=[N:17][CH:18]=[CH:19][CH:20]=1. The catalyst class is: 4. (2) Reactant: [N:1]1[CH:6]=[CH:5][CH:4]=[C:3]([NH2:7])[CH:2]=1.C1N=CN([C:13](N2C=NC=C2)=[O:14])C=1.C[O:21][C:22](=[O:73])[C@@H:23]([NH:40][C:41]([C@@H:43]1[CH2:52][C:51]2[CH:50]=[C:49]3[O:53][CH2:54][C@H:55]([C:57]4[CH:62]=[CH:61][C:60]([O:63][CH2:64][C:65]5[CH:70]=[CH:69][C:68]([Cl:71])=[C:67]([Cl:72])[CH:66]=5)=[CH:59][CH:58]=4)[O:56][C:48]3=[CH:47][C:46]=2[CH2:45][NH:44]1)=[O:42])[CH2:24][C:25]1[CH:30]=[CH:29][C:28]([O:31][C:32]2[CH:37]=[CH:36][N:35]=[C:34]([CH3:38])[C:33]=2[CH3:39])=[CH:27][CH:26]=1. Product: [Cl:72][C:67]1[CH:66]=[C:65]([CH:70]=[CH:69][C:68]=1[Cl:71])[CH2:64][O:63][C:60]1[CH:61]=[CH:62][C:57]([C@H:55]2[CH2:54][O:53][C:49]3=[CH:50][C:51]4[CH2:52][C@@H:43]([C:41]([NH:40][C@@H:23]([CH2:24][C:25]5[CH:26]=[CH:27][C:28]([O:31][C:32]6[CH:37]=[CH:36][N:35]=[C:34]([CH3:38])[C:33]=6[CH3:39])=[CH:29][CH:30]=5)[C:22]([OH:21])=[O:73])=[O:42])[N:44]([C:13](=[O:14])[NH:7][C:3]5[CH:2]=[N:1][CH:6]=[CH:5][CH:4]=5)[CH2:45][C:46]=4[CH:47]=[C:48]3[O:56]2)=[CH:58][CH:59]=1. The catalyst class is: 864. (3) Reactant: [N+:1]([C:4]1[CH:9]=[CH:8][C:7]([CH2:10][CH2:11][N:12]2[CH2:18][CH2:17][CH2:16][CH2:15][CH2:14][CH2:13]2)=[CH:6][CH:5]=1)([O-])=O.[ClH:19]. Product: [ClH:19].[ClH:19].[N:12]1([CH2:11][CH2:10][C:7]2[CH:8]=[CH:9][C:4]([NH2:1])=[CH:5][CH:6]=2)[CH2:18][CH2:17][CH2:16][CH2:15][CH2:14][CH2:13]1. The catalyst class is: 63. (4) Reactant: [OH:1][C:2]1([CH3:15])[CH2:6][CH2:5][CH2:4][C@@H:3]1[NH:7]C(=O)OC(C)(C)C.[ClH:16].O1CCOCC1. Product: [ClH:16].[NH2:7][C@H:3]1[CH2:4][CH2:5][CH2:6][C:2]1([CH3:15])[OH:1]. The catalyst class is: 4.